This data is from Full USPTO retrosynthesis dataset with 1.9M reactions from patents (1976-2016). The task is: Predict the reactants needed to synthesize the given product. Given the product [NH2:15][C:13]1[N:14]=[C:9]([NH2:10])[C:3]2[N:4]=[C:5]([Cl:8])[CH:6]=[CH:7][C:2]=2[N:1]=1, predict the reactants needed to synthesize it. The reactants are: [NH2:1][C:2]1[C:3]([C:9]#[N:10])=[N:4][C:5]([Cl:8])=[CH:6][CH:7]=1.Cl.Cl[C:13]([NH2:15])=[NH:14].CS(C)(=O)=O.[OH-].[Na+].